This data is from Full USPTO retrosynthesis dataset with 1.9M reactions from patents (1976-2016). The task is: Predict the reactants needed to synthesize the given product. (1) Given the product [Si:6]([O:13][CH2:14][CH2:15][CH:16]([C:24]1[S:28][CH:27]=[N:26][C:25]=1[Cl:30])[O:17][CH:18]1[CH2:23][CH2:22][CH2:21][CH2:20][O:19]1)([C:9]([CH3:12])([CH3:10])[CH3:11])([CH3:7])[CH3:8], predict the reactants needed to synthesize it. The reactants are: [Li]CCCC.[Si:6]([O:13][CH2:14][CH2:15][CH:16]([C:24]1[S:28][C:27](Cl)=[N:26][C:25]=1[Cl:30])[O:17][CH:18]1[CH2:23][CH2:22][CH2:21][CH2:20][O:19]1)([C:9]([CH3:12])([CH3:11])[CH3:10])([CH3:8])[CH3:7]. (2) The reactants are: [CH3:1][C:2]1[N:6]2[N:7]=[C:8](/[CH:11]=[CH:12]/[C:13]3[N:17]([CH3:18])[N:16]=[C:15]([N:19]4[CH2:23][CH2:22][CH2:21][CH2:20]4)[N:14]=3)[CH:9]=[CH:10][C:5]2=[N:4][C:3]=1[C:24]#[N:25]. Given the product [CH3:1][C:2]1[N:6]2[N:7]=[C:8]([CH2:11][CH2:12][C:13]3[N:17]([CH3:18])[N:16]=[C:15]([N:19]4[CH2:23][CH2:22][CH2:21][CH2:20]4)[N:14]=3)[CH:9]=[CH:10][C:5]2=[N:4][C:3]=1[C:24]#[N:25], predict the reactants needed to synthesize it. (3) Given the product [ClH:42].[F:1][C:2]1[C:38]([F:39])=[C:37]([O:40][CH3:41])[CH:36]=[CH:35][C:3]=1[CH2:4][N:5]1[C:10]2[CH:11]=[C:12]([C:14]3[CH:19]=[CH:18][CH:17]=[CH:16][CH:15]=3)[S:13][C:9]=2[C:8](=[O:20])[N:7]([CH:21]2[CH2:22][CH2:23][NH:24][CH2:25][CH2:26]2)[C:6]1=[O:34], predict the reactants needed to synthesize it. The reactants are: [F:1][C:2]1[C:38]([F:39])=[C:37]([O:40][CH3:41])[CH:36]=[CH:35][C:3]=1[CH2:4][N:5]1[C:10]2[CH:11]=[C:12]([C:14]3[CH:19]=[CH:18][CH:17]=[CH:16][CH:15]=3)[S:13][C:9]=2[C:8](=[O:20])[N:7]([CH:21]2[CH2:26][CH2:25][N:24](C(OC(C)(C)C)=O)[CH2:23][CH2:22]2)[C:6]1=[O:34].[ClH:42]. (4) Given the product [F:1][C:2]1[C:3]([OH:20])=[CH:4][C:5]2[CH2:6][CH2:7][C@H:8]3[C@H:16]4[C@@H:12]([CH:13]([OH:17])[CH2:14][CH2:15]4)[CH2:11][CH2:10][C@@H:9]3[C:18]=2[CH:19]=1, predict the reactants needed to synthesize it. The reactants are: [F:1][C:2]1[C:3]([O:20]C)=[CH:4][C:5]2[CH2:6][CH2:7][C@H:8]3[C@H:16]4[C@@H:12]([C@@H:13]([OH:17])[CH2:14][CH2:15]4)[CH2:11][CH2:10][C@@H:9]3[C:18]=2[CH:19]=1.CC(C[AlH]CC(C)C)C.O.C(OCC)(=O)C. (5) Given the product [F:22][C:2]([F:1])([F:21])[C:3]1[CH:4]=[CH:5][C:6]([NH:9][C:10]2[C:15]([C:16]([OH:18])=[O:17])=[CH:14][N:13]=[CH:12][N:11]=2)=[CH:7][CH:8]=1, predict the reactants needed to synthesize it. The reactants are: [F:1][C:2]([F:22])([F:21])[C:3]1[CH:8]=[CH:7][C:6]([NH:9][C:10]2[C:15]([C:16]([O:18]CC)=[O:17])=[CH:14][N:13]=[CH:12][N:11]=2)=[CH:5][CH:4]=1.[OH-].[K+]. (6) Given the product [F:14][C:11]1[CH:12]=[C:13]2[C:8](=[CH:9][CH:10]=1)[O:7][CH2:6][CH2:5][CH:4]2[NH2:3], predict the reactants needed to synthesize it. The reactants are: CO[N:3]=[C:4]1[C:13]2[C:8](=[CH:9][CH:10]=[C:11]([F:14])[CH:12]=2)[O:7][CH2:6][CH2:5]1.CON=C1C2C(=CC=C(C)C=2)OCC1.